This data is from Full USPTO retrosynthesis dataset with 1.9M reactions from patents (1976-2016). The task is: Predict the reactants needed to synthesize the given product. (1) Given the product [CH3:12][C:13]1[C:17]([S:18]([N:21]2[CH2:26][CH2:25][CH:24]([N:27]3[CH2:32][CH2:31][O:30][CH2:29][CH2:28]3)[CH2:23][CH2:22]2)(=[O:20])=[O:19])=[C:16]([CH3:33])[NH:15][C:14]=1/[CH:34]=[C:5]1\[C:6](=[O:11])[NH:7][C:8]2[C:4]\1=[CH:3][C:2]([F:1])=[CH:10][CH:9]=2, predict the reactants needed to synthesize it. The reactants are: [F:1][C:2]1[CH:3]=[C:4]2[C:8](=[CH:9][CH:10]=1)[NH:7][C:6](=[O:11])[CH2:5]2.[CH3:12][C:13]1[C:17]([S:18]([N:21]2[CH2:26][CH2:25][CH:24]([N:27]3[CH2:32][CH2:31][O:30][CH2:29][CH2:28]3)[CH2:23][CH2:22]2)(=[O:20])=[O:19])=[C:16]([CH3:33])[NH:15][C:14]=1[CH:34]=O. (2) The reactants are: [CH3:1][O:2][C:3]1[C:4]([N+:19]([O-])=O)=[C:5]2[C:10](=[CH:11][CH:12]=1)[C:9](=[O:13])[N:8]([C@H:14]([CH3:18])[C:15]([NH2:17])=[O:16])[CH:7]=[CH:6]2.CO. Given the product [NH2:19][C:4]1[C:3]([O:2][CH3:1])=[CH:12][CH:11]=[C:10]2[C:5]=1[CH:6]=[CH:7][N:8]([C@H:14]([CH3:18])[C:15]([NH2:17])=[O:16])[C:9]2=[O:13], predict the reactants needed to synthesize it. (3) Given the product [F:11][C:4]1[CH:5]=[C:6]([O:9][CH3:10])[CH:7]=[CH:8][C:3]=1[O:13][B:12]([OH:17])[OH:15], predict the reactants needed to synthesize it. The reactants are: [Mg].Br[C:3]1[CH:8]=[CH:7][C:6]([O:9][CH3:10])=[CH:5][C:4]=1[F:11].[B:12]([O:17]C)([O:15]C)[O:13]C.Cl. (4) Given the product [C:1]([O:5][C:6](=[O:7])[NH:8][C@H:9]([CH2:29][C:30]1[CH:35]=[C:34]([F:36])[C:33]([F:37])=[CH:32][C:31]=1[F:38])[CH2:10][C:11]([N:13]1[CH2:18][CH2:17][N:16]2[C:19]([C:25]([F:26])([F:27])[F:28])=[N:20][C:21]([C:22](=[O:24])[NH:44][CH2:40][CH2:41][CH2:42][CH3:43])=[C:15]2[CH2:14]1)=[O:12])([CH3:2])([CH3:4])[CH3:3], predict the reactants needed to synthesize it. The reactants are: [C:1]([O:5][C:6]([NH:8][C@H:9]([CH2:29][C:30]1[CH:35]=[C:34]([F:36])[C:33]([F:37])=[CH:32][C:31]=1[F:38])[CH2:10][C:11]([N:13]1[CH2:18][CH2:17][N:16]2[C:19]([C:25]([F:28])([F:27])[F:26])=[N:20][C:21]([C:22]([OH:24])=O)=[C:15]2[CH2:14]1)=[O:12])=[O:7])([CH3:4])([CH3:3])[CH3:2].Cl.[CH2:40]([NH2:44])[CH2:41][CH2:42][CH3:43].O=C1N(P(Cl)(N2CCOC2=O)=O)CCO1.C(N(CC)CC)C. (5) The reactants are: [CH3:1][C:2]([CH3:22])([CH3:21])[CH2:3][C:4]1[N:9]=[C:8]([CH2:10][OH:11])[CH:7]=[CH:6][C:5]=1[C:12]1[CH:17]=[C:16]([O:18][CH3:19])[CH:15]=[CH:14][C:13]=1[F:20].Cl[C:24]1[N:29]=[C:28]([O:30][CH3:31])[N:27]=[C:26]([CH:32]=[CH:33][C:34]([O:36]C)=[O:35])[CH:25]=1.[H-].[Na+].Cl. Given the product [CH3:1][C:2]([CH3:22])([CH3:21])[CH2:3][C:4]1[N:9]=[C:8]([CH2:10][O:11][C:24]2[N:29]=[C:28]([O:30][CH3:31])[N:27]=[C:26]([CH:32]=[CH:33][C:34]([OH:36])=[O:35])[CH:25]=2)[CH:7]=[CH:6][C:5]=1[C:12]1[CH:17]=[C:16]([O:18][CH3:19])[CH:15]=[CH:14][C:13]=1[F:20], predict the reactants needed to synthesize it.